From a dataset of Forward reaction prediction with 1.9M reactions from USPTO patents (1976-2016). Predict the product of the given reaction. (1) Given the reactants BrC1C=C2C(=CC=1)[C:8](=[O:12])[NH:7][N:6]=C2Cl.[ClH:14].O1[C:19]2[CH:20]=[CH:21][C:22]([NH:24]C)=[CH:23][C:18]=2[CH2:17]C1.C1C=CC(P(C2[C:48]([C:49]3[C:58](P(C4C=CC=CC=4)C4C=CC=CC=4)=[CH:57][CH:56]=[C:55]4[C:50]=3C=C[CH:53]=[CH:54]4)=C3C(C=CC=C3)=CC=2)C2C=CC=CC=2)=CC=1.CC([O-:76])(C)C.[Na+], predict the reaction product. The product is: [Cl:14][C:17]1[C:18]2[C:19](=[CH:20][CH:21]=[C:22]([NH:24][CH2:48][C:49]3[CH:58]=[CH:57][C:56]4[O:76][CH2:53][CH2:54][C:55]=4[CH:50]=3)[CH:23]=2)[C:8](=[O:12])[NH:7][N:6]=1. (2) Given the reactants [Cl:1][C:2]1[CH:7]=[CH:6][CH:5]=[C:4]([Cl:8])[C:3]=1[CH2:9][CH2:10][C:11]1[C:15]([CH2:16][O:17][C:18]2[CH:23]=[CH:22][C:21]([C:24]3[CH:25]=[C:26]4[C:31](=[CH:32][CH:33]=3)[CH:30]=[C:29]([C:34]([O:36]C)=[O:35])[CH:28]=[CH:27]4)=[CH:20][CH:19]=2)=[C:14]([CH:38]([CH3:40])[CH3:39])[O:13][N:12]=1.CO.[OH-].[Na+], predict the reaction product. The product is: [Cl:1][C:2]1[CH:7]=[CH:6][CH:5]=[C:4]([Cl:8])[C:3]=1[CH2:9][CH2:10][C:11]1[C:15]([CH2:16][O:17][C:18]2[CH:19]=[CH:20][C:21]([C:24]3[CH:25]=[C:26]4[C:31](=[CH:32][CH:33]=3)[CH:30]=[C:29]([C:34]([OH:36])=[O:35])[CH:28]=[CH:27]4)=[CH:22][CH:23]=2)=[C:14]([CH:38]([CH3:40])[CH3:39])[O:13][N:12]=1.